Dataset: Full USPTO retrosynthesis dataset with 1.9M reactions from patents (1976-2016). Task: Predict the reactants needed to synthesize the given product. Given the product [C:1]1([S:7]([C:10]2[CH:14]=[CH:13][C:12]([CH3:18])=[CH:17][N:11]=2)(=[O:8])=[O:9])[CH:2]=[CH:3][CH:4]=[CH:5][CH:6]=1, predict the reactants needed to synthesize it. The reactants are: [C:1]1([S:7]([C:10]#[N:11])(=[O:9])=[O:8])[CH:6]=[CH:5][CH:4]=[CH:3][CH:2]=1.[C:12]1([CH3:18])[CH:17]=CC=[CH:14][CH:13]=1.